This data is from Merck oncology drug combination screen with 23,052 pairs across 39 cell lines. The task is: Regression. Given two drug SMILES strings and cell line genomic features, predict the synergy score measuring deviation from expected non-interaction effect. Drug 1: COC12C(COC(N)=O)C3=C(C(=O)C(C)=C(N)C3=O)N1CC1NC12. Drug 2: COC1CC2CCC(C)C(O)(O2)C(=O)C(=O)N2CCCCC2C(=O)OC(C(C)CC2CCC(OP(C)(C)=O)C(OC)C2)CC(=O)C(C)C=C(C)C(O)C(OC)C(=O)C(C)CC(C)C=CC=CC=C1C. Cell line: PA1. Synergy scores: synergy=9.91.